Dataset: Forward reaction prediction with 1.9M reactions from USPTO patents (1976-2016). Task: Predict the product of the given reaction. The product is: [CH:25]1([C:29]([CH:3]2[CH2:4][CH2:5][C:6]3[N:7]=[C:8]([NH:11][C:12](=[O:14])[CH3:13])[S:9][C:10]=3[C:2]2=[O:1])=[O:30])[CH2:28][CH2:27][CH2:26]1. Given the reactants [O:1]=[C:2]1[C:10]2[S:9][C:8]([NH:11][C:12](=[O:14])[CH3:13])=[N:7][C:6]=2[CH2:5][CH2:4][CH2:3]1.[Li].C[Si]([N-][Si](C)(C)C)(C)C.[CH:25]1([C:29](N2C=CN=C2)=[O:30])[CH2:28][CH2:27][CH2:26]1.Cl.C(=O)([O-])[O-].[Na+].[Na+].[Cl-].[Na+], predict the reaction product.